Regression. Given a peptide amino acid sequence and an MHC pseudo amino acid sequence, predict their binding affinity value. This is MHC class I binding data. From a dataset of Peptide-MHC class I binding affinity with 185,985 pairs from IEDB/IMGT. (1) The peptide sequence is FANHNFTLV. The MHC is HLA-A02:03 with pseudo-sequence HLA-A02:03. The binding affinity (normalized) is 1.00. (2) The peptide sequence is PLSPDTCLL. The MHC is HLA-A02:01 with pseudo-sequence HLA-A02:01. The binding affinity (normalized) is 0.199. (3) The peptide sequence is IPLTEEAEL. The MHC is HLA-A68:02 with pseudo-sequence HLA-A68:02. The binding affinity (normalized) is 0. (4) The peptide sequence is SEIDLILGY. The MHC is HLA-B54:01 with pseudo-sequence HLA-B54:01. The binding affinity (normalized) is 0.369. (5) The peptide sequence is SRDKTIIMW. The MHC is HLA-B07:02 with pseudo-sequence HLA-B07:02. The binding affinity (normalized) is 0.0847. (6) The peptide sequence is DNQKLSYLK. The MHC is HLA-A03:01 with pseudo-sequence HLA-A03:01. The binding affinity (normalized) is 0. (7) The peptide sequence is RGLCGLDEL. The MHC is H-2-Db with pseudo-sequence H-2-Db. The binding affinity (normalized) is 0.171. (8) The peptide sequence is MRVLHLDLK. The MHC is HLA-A11:01 with pseudo-sequence HLA-A11:01. The binding affinity (normalized) is 0.174.